From a dataset of Catalyst prediction with 721,799 reactions and 888 catalyst types from USPTO. Predict which catalyst facilitates the given reaction. (1) Reactant: [Cl:1][C:2]1[CH:3]=[C:4]([NH:10][C:11]2[N:16]=[C:15]([Cl:17])[N:14]=[C:13](Cl)[N:12]=2)[CH:5]=[CH:6][C:7]=1[O:8][CH3:9].[NH2:19][N:20]1[CH2:26][CH2:25][CH2:24][CH2:23][CH2:22][CH2:21]1.[OH-].[Na+].O. Product: [OH-:8].[NH4+:10].[N:20]1([NH:19][C:13]2[N:12]=[C:11]([NH:10][C:4]3[CH:5]=[CH:6][C:7]([O:8][CH3:9])=[C:2]([Cl:1])[CH:3]=3)[N:16]=[C:15]([Cl:17])[N:14]=2)[CH2:26][CH2:25][CH2:24][CH2:23][CH2:22][CH2:21]1. The catalyst class is: 21. (2) Reactant: CC(C)([O-])C.[K+].C(O)(C)(C)C.[Cl:12][C:13]1[N:22]=[CH:21][C:20]2[NH:19][CH2:18][C@H:17]3[CH2:23][O:24][CH2:25][CH2:26][N:16]3[C:15]=2[N:14]=1.Br[CH2:28][C:29]([O:31][C:32]([CH3:35])([CH3:34])[CH3:33])=[O:30]. Product: [Cl:12][C:13]1[N:22]=[CH:21][C:20]2[N:19]([CH2:28][C:29]([O:31][C:32]([CH3:35])([CH3:34])[CH3:33])=[O:30])[CH2:18][C@H:17]3[CH2:23][O:24][CH2:25][CH2:26][N:16]3[C:15]=2[N:14]=1. The catalyst class is: 18. (3) Reactant: [CH2:1]([N:3]1[CH2:8][CH2:7][N:6]([CH:9]2[CH2:14][CH2:13][N:12](C(OC(C)(C)C)=O)[CH2:11][CH2:10]2)[CH2:5][CH2:4]1)[CH3:2].CO.ClCCl.Cl. Product: [CH2:1]([N:3]1[CH2:8][CH2:7][N:6]([CH:9]2[CH2:14][CH2:13][NH:12][CH2:11][CH2:10]2)[CH2:5][CH2:4]1)[CH3:2]. The catalyst class is: 252. (4) Reactant: [CH2:1]([OH:4])[CH2:2][OH:3].[CH3:5][C:6]1([CH3:22])[CH2:11][CH2:10][C:9](=O)[CH2:8][CH:7]1[S:13]([C:16]1[CH:21]=[CH:20][CH:19]=[CH:18][CH:17]=1)(=[O:15])=[O:14].C(=O)(O)[O-].[Na+]. Product: [CH3:5][C:6]1([CH3:22])[CH2:11][CH2:10][C:9]2([O:4][CH2:1][CH2:2][O:3]2)[CH2:8][CH:7]1[S:13]([C:16]1[CH:21]=[CH:20][CH:19]=[CH:18][CH:17]=1)(=[O:14])=[O:15]. The catalyst class is: 48.